Dataset: Full USPTO retrosynthesis dataset with 1.9M reactions from patents (1976-2016). Task: Predict the reactants needed to synthesize the given product. (1) Given the product [NH2:1][C:2]1[N:3]=[CH:4][C:5]([C:8]2[C:9]([F:19])=[C:10]([C:11]([CH:14]3[CH2:15][CH2:16][CH2:17]3)=[CH:12][CH:13]=2)[O:18][C:21]2[N:26]=[CH:25][N:24]=[C:23]([N:27]([CH3:29])[CH3:28])[CH:22]=2)=[N:6][CH:7]=1, predict the reactants needed to synthesize it. The reactants are: [NH2:1][C:2]1[N:3]=[CH:4][C:5]([C:8]2[C:9]([F:19])=[C:10]([OH:18])[C:11]([CH:14]3[CH2:17][CH2:16][CH2:15]3)=[CH:12][CH:13]=2)=[N:6][CH:7]=1.Cl[C:21]1[N:26]=[CH:25][N:24]=[C:23]([N:27]([CH3:29])[CH3:28])[CH:22]=1. (2) Given the product [F:1][C:2]1[CH:3]=[C:4]([C:21]([O:23][CH3:24])=[O:22])[C:5]2[O:9][C:8]([C:10]3[CH:15]=[CH:14][C:13]([CH2:16][NH:17][CH3:18])=[C:12]([F:36])[CH:11]=3)=[CH:7][C:6]=2[CH:20]=1, predict the reactants needed to synthesize it. The reactants are: [F:1][C:2]1[CH:3]=[C:4]([C:21]([O:23][CH3:24])=[O:22])[C:5]2[O:9][C:8]([C:10]3[CH:15]=[CH:14][C:13]([CH2:16][N:17](C)[CH3:18])=[CH:12][CH:11]=3)=[CH:7][C:6]=2[CH:20]=1.CNCC1C=CC(C#C)=CC=1[F:36].FC1C=C(C(OC)=O)C(O)=C(I)C=1. (3) Given the product [CH3:1][O:2][C:3]1[C:4]2[NH:13][C:14]([C:16]3[S:17][CH:18]=[CH:19][CH:20]=3)=[N:15][C:5]=2[C:6]([C:7]([O:9][CH3:10])=[O:8])=[CH:11][CH:12]=1, predict the reactants needed to synthesize it. The reactants are: [CH3:1][O:2][C:3]1[CH:12]=[CH:11][C:6]([C:7]([O:9][CH3:10])=[O:8])=[CH:5][C:4]=1[NH:13][C:14]([C:16]1[S:17][CH:18]=[CH:19][CH:20]=1)=[NH:15].[O-]Cl.[Na+].C([O-])(O)=O.[Na+]. (4) The reactants are: [Cl:1][C:2]1[CH:7]=[CH:6][CH:5]=[CH:4][C:3]=1[N:8]1[C:17](=[O:18])[C:16]2[C:11](=[CH:12][CH:13]=[C:14]([F:19])[CH:15]=2)[N:10]=[C:9]1C=O.[CH:22]1[CH:27]=[C:26]([NH2:28])[CH:25]=[C:24](CC(N)=O)[CH:23]=1.Cl.[CH2:34]([N:36](CC)CC)C.[C:41]([OH:44])(=O)[CH3:42].C(O[BH-](OC(=O)C)OC(=O)C)(=O)C.[Na+]. Given the product [Cl:1][C:2]1[CH:7]=[CH:6][CH:5]=[CH:4][C:3]=1[N:8]1[C:17](=[O:18])[C:16]2[C:11](=[CH:12][CH:13]=[C:14]([F:19])[CH:15]=2)[N:10]=[C:9]1[CH2:34][NH:36][C:24]1[CH:25]=[C:26]([NH:28][C:41](=[O:44])[CH3:42])[CH:27]=[CH:22][CH:23]=1, predict the reactants needed to synthesize it.